This data is from Full USPTO retrosynthesis dataset with 1.9M reactions from patents (1976-2016). The task is: Predict the reactants needed to synthesize the given product. (1) The reactants are: [C:1]([C:3]1[C:4]([F:21])=[C:5]([NH:9][C:10](=[O:20])[C:11]2[CH:16]=[CH:15][C:14]([N:17]([CH3:19])[CH3:18])=[CH:13][CH:12]=2)[CH:6]=[CH:7][CH:8]=1)#N.CC(C[AlH]CC(C)C)C.[O:31]1CCCC1. Given the product [CH3:18][N:17]([CH3:19])[C:14]1[CH:15]=[CH:16][C:11]([C:10]([NH:9][C:5]2[CH:6]=[CH:7][CH:8]=[C:3]([CH:1]=[O:31])[C:4]=2[F:21])=[O:20])=[CH:12][CH:13]=1, predict the reactants needed to synthesize it. (2) The reactants are: O[CH2:2][C:3]1[N:7]2[CH:8]=[CH:9][CH:10]=[CH:11][C:6]2=[N:5][C:4]=1[C:12]([O:14][CH2:15][CH3:16])=[O:13].S(Cl)([Cl:19])=O. Given the product [ClH:19].[Cl:19][CH2:2][C:3]1[N:7]2[CH:8]=[CH:9][CH:10]=[CH:11][C:6]2=[N:5][C:4]=1[C:12]([O:14][CH2:15][CH3:16])=[O:13], predict the reactants needed to synthesize it. (3) Given the product [CH3:1][S:2]([O:5][CH2:6][CH2:28][CH2:26][CH2:29][O:5][S:2]([CH3:1])(=[O:4])=[O:3])(=[O:4])=[O:3].[C:26]([NH:30][CH2:6][C@@H:7]1[O:11][C:10](=[O:12])[N:9]([C:13]2[CH:18]=[CH:17][C:16]([N:19]3[CH2:24][CH2:23][O:22][CH2:21][C:20]3=[O:25])=[CH:15][CH:14]=2)[CH2:8]1)([CH3:29])([CH3:28])[CH3:27], predict the reactants needed to synthesize it. The reactants are: [CH3:1][S:2]([O:5][CH2:6][C@@H:7]1[O:11][C:10](=[O:12])[N:9]([C:13]2[CH:18]=[CH:17][C:16]([N:19]3[CH2:24][CH2:23][O:22][CH2:21][C:20]3=[O:25])=[CH:15][CH:14]=2)[CH2:8]1)(=[O:4])=[O:3].[C:26]([NH2:30])([CH3:29])([CH3:28])[CH3:27]. (4) Given the product [F:1][C:2]1[CH:3]=[C:4]([CH:35]=[C:36]([F:38])[CH:37]=1)[CH2:5][N:6]1[C:12](=[O:13])[CH:11]([NH:14][C:15](=[O:34])[C@H:16]([O:17][CH3:18])[C@H:19]([OH:20])[C@@H:24]([OH:25])[C@H:23]([OH:22])/[CH:26]=[CH:27]/[C:28]([CH3:31])([CH3:29])[CH3:30])[CH2:10][S:9][CH2:8][CH2:7]1, predict the reactants needed to synthesize it. The reactants are: [F:1][C:2]1[CH:3]=[C:4]([CH:35]=[C:36]([F:38])[CH:37]=1)[CH2:5][N:6]1[C:12](=[O:13])[CH:11]([NH:14][C:15](=[O:34])[C@@H:16]([C@H:19]2[C@@H:24]([OH:25])[C@@H:23](/[CH:26]=[CH:27]/[C:28]([CH3:31])([CH3:30])[CH3:29])[O:22]C(C)(C)[O:20]2)[O:17][CH3:18])[CH2:10][S:9][CH2:8][CH2:7]1.Cl.[OH-].[Na+]. (5) Given the product [C:66]([O:65][C:63](=[O:64])[CH2:62][N:58]1[CH:59]=[CH:60][N:61]=[C:57]1[CH2:56][N:42]([CH2:43][CH2:44][CH2:45][CH2:46][CH2:47][CH2:48][CH2:49][CH2:50][CH2:51][CH2:52][C:53](=[O:54])[NH:1][CH2:2][CH2:3][CH2:4][CH2:5][C@@H:6]([C:7]([O:9][C:10]([CH3:13])([CH3:12])[CH3:11])=[O:8])[NH:14][C:15](=[O:34])[NH:16][C@H:17]([C:18]([O:20][C:21]([CH3:22])([CH3:23])[CH3:24])=[O:19])[CH2:25][CH2:26][C:27]([O:29][C:30]([CH3:33])([CH3:32])[CH3:31])=[O:28])[CH2:41][C:40]([O:39][C:35]([CH3:36])([CH3:37])[CH3:38])=[O:70])([CH3:69])([CH3:67])[CH3:68], predict the reactants needed to synthesize it. The reactants are: [NH2:1][CH2:2][CH2:3][CH2:4][CH2:5][C@H:6]([NH:14][C:15](=[O:34])[NH:16][C@@H:17]([CH2:25][CH2:26][C:27]([O:29][C:30]([CH3:33])([CH3:32])[CH3:31])=[O:28])[C:18]([O:20][C:21]([CH3:24])([CH3:23])[CH3:22])=[O:19])[C:7]([O:9][C:10]([CH3:13])([CH3:12])[CH3:11])=[O:8].[C:35]([O:39][C:40](=[O:70])[CH2:41][N:42]([CH2:56][C:57]1[N:58]([CH2:62][C:63]([O:65][C:66]([CH3:69])([CH3:68])[CH3:67])=[O:64])[CH:59]=[CH:60][N:61]=1)[CH2:43][CH2:44][CH2:45][CH2:46][CH2:47][CH2:48][CH2:49][CH2:50][CH2:51][CH2:52][C:53](O)=[O:54])([CH3:38])([CH3:37])[CH3:36].CCN=C=NCCCN(C)C.C1C=CC2N(O)N=NC=2C=1.CCN(C(C)C)C(C)C. (6) The reactants are: [OH:1][C:2]1[CH:3]=[C:4]2[C:9](=[CH:10][C:11]=1[O:12][CH3:13])[C:8]([CH2:14][C:15]1[CH:20]=[CH:19][CH:18]=[C:17]([O:21][CH2:22][CH3:23])[CH:16]=1)=[N:7][CH:6]=[C:5]2[CH:24]=[O:25].C(=O)([O-])[O-].[K+].[K+].Br[CH2:33][CH2:34][O:35][CH2:36][CH3:37]. Given the product [CH2:22]([O:21][C:17]1[CH:16]=[C:15]([CH:20]=[CH:19][CH:18]=1)[CH2:14][C:8]1[C:9]2[C:4](=[CH:3][C:2]([O:1][CH2:33][CH2:34][O:35][CH2:36][CH3:37])=[C:11]([O:12][CH3:13])[CH:10]=2)[C:5]([CH:24]=[O:25])=[CH:6][N:7]=1)[CH3:23], predict the reactants needed to synthesize it. (7) Given the product [NH:21]1[C:29]2=[N:28][CH:27]=[CH:26][CH:25]=[C:24]2[C:23]([CH:30]=[C:6]2[O:5][C:4]([NH:7][CH:8]([C:10]3[CH:11]=[CH:12][CH:13]=[CH:14][CH:15]=3)[CH3:9])=[C:3]([C:16]([O:18][CH2:19][CH3:20])=[O:17])[C:2]2=[O:1])=[CH:22]1, predict the reactants needed to synthesize it. The reactants are: [O:1]=[C:2]1[CH2:6][O:5][C:4]([NH:7][CH:8]([C:10]2[CH:15]=[CH:14][CH:13]=[CH:12][CH:11]=2)[CH3:9])=[C:3]1[C:16]([O:18][CH2:19][CH3:20])=[O:17].[NH:21]1[C:29]2[C:24](=[CH:25][CH:26]=[CH:27][N:28]=2)[C:23]([CH:30]=O)=[CH:22]1.N1CCC[C@H]1C(O)=O. (8) Given the product [CH:8]([Si:4]([O:11][CH2:12][C@@H:13]([O:23][CH2:31][C:30]1[CH:33]=[CH:34][C:35]([O:36][CH3:37])=[C:28]([O:27][CH3:26])[CH:29]=1)[CH2:14][NH:15][C:16]([O:18][C:19]([CH3:22])([CH3:21])[CH3:20])=[O:17])([CH:5]([CH3:7])[CH3:6])[CH:1]([CH3:3])[CH3:2])([CH3:9])[CH3:10], predict the reactants needed to synthesize it. The reactants are: [CH:1]([Si:4]([O:11][CH2:12][C@@H:13]([OH:23])[CH2:14][NH:15][C:16]([O:18][C:19]([CH3:22])([CH3:21])[CH3:20])=[O:17])([CH:8]([CH3:10])[CH3:9])[CH:5]([CH3:7])[CH3:6])([CH3:3])[CH3:2].[H-].[Na+].[CH3:26][O:27][C:28]1[CH:29]=[C:30]([CH:33]=[CH:34][C:35]=1[O:36][CH3:37])[CH2:31]Br. (9) Given the product [C:37](=[CH:38][CH2:27][O:30][N:8]([C:5]1[CH:6]=[CH:7][C:2]([Cl:1])=[CH:3][C:4]=1[C:16](=[N:18][O:19][C:20]1[CH:21]=[CH:22][C:23]([F:26])=[CH:24][CH:25]=1)[CH3:17])[S:9]([C:12]([F:15])([F:13])[F:14])(=[O:11])=[O:10])=[O:36], predict the reactants needed to synthesize it. The reactants are: [Cl:1][C:2]1[CH:7]=[CH:6][C:5]([NH:8][S:9]([C:12]([F:15])([F:14])[F:13])(=[O:11])=[O:10])=[C:4]([C:16](=[N:18][O:19][C:20]2[CH:25]=[CH:24][C:23]([F:26])=[CH:22][CH:21]=2)[CH3:17])[CH:3]=1.[C:27]([O-:30])([O-])=O.[K+].[K+].ClC([O:36][CH2:37][CH3:38])=O.